Dataset: Reaction yield outcomes from USPTO patents with 853,638 reactions. Task: Predict the reaction yield, written as a fraction of the theoretical maximum amount of product (1.0 means a 100% yield; for example, 0.34 means a 34% yield). (1) The reactants are [Br:1][C:2]1[CH:3]=[C:4]2[C:9](=[CH:10][CH:11]=1)[N:8]=[CH:7][CH:6]=[C:5]2[Cl:12].Cl.C(OCC)C. The catalyst is C1COCC1. The product is [ClH:12].[Br:1][C:2]1[CH:3]=[C:4]2[C:9](=[CH:10][CH:11]=1)[N:8]=[CH:7][CH:6]=[C:5]2[Cl:12]. The yield is 1.00. (2) The reactants are Cl[C:2]1[C:7]2[N:8]=[C:9]([NH:12][C:13]3[CH:18]=[CH:17][C:16]([C:19]4[CH:20]=[N:21][N:22]([CH3:24])[CH:23]=4)=[CH:15][C:14]=3[O:25][CH3:26])[N:10]=[CH:11][C:6]=2[CH:5]=[CH:4][N:3]=1.[CH2:27]([N:29]1[CH:33]=[C:32](B2OC(C)(C)C(C)(C)O2)[CH:31]=[N:30]1)[CH3:28].C(=O)([O-])[O-].[Na+].[Na+]. The catalyst is C1COCC1.O.C(Cl)Cl.C1C=CC(P(C2C=CC=CC=2)[C-]2C=CC=C2)=CC=1.C1C=CC(P(C2C=CC=CC=2)[C-]2C=CC=C2)=CC=1.Cl[Pd]Cl.[Fe+2]. The product is [CH2:27]([N:29]1[CH:33]=[C:32]([C:2]2[C:7]3[N:8]=[C:9]([NH:12][C:13]4[CH:18]=[CH:17][C:16]([C:19]5[CH:20]=[N:21][N:22]([CH3:24])[CH:23]=5)=[CH:15][C:14]=4[O:25][CH3:26])[N:10]=[CH:11][C:6]=3[CH:5]=[CH:4][N:3]=2)[CH:31]=[N:30]1)[CH3:28]. The yield is 0.680. (3) The reactants are [CH2:1]([NH:5][C:6]1[C:7]2[C:14]([C:15]3[CH:20]=[CH:19][CH:18]=[CH:17][CH:16]=3)=[C:13]([C:21]3[CH:26]=[CH:25][C:24]([N+:27]([O-])=O)=[CH:23][CH:22]=3)[O:12][C:8]=2[N:9]=[CH:10][N:11]=1)[CH:2]([CH3:4])[CH3:3].[H][H]. The catalyst is [Pd].C1COCC1.CO. The product is [NH2:27][C:24]1[CH:23]=[CH:22][C:21]([C:13]2[O:12][C:8]3[N:9]=[CH:10][N:11]=[C:6]([NH:5][CH2:1][CH:2]([CH3:4])[CH3:3])[C:7]=3[C:14]=2[C:15]2[CH:16]=[CH:17][CH:18]=[CH:19][CH:20]=2)=[CH:26][CH:25]=1. The yield is 0.390. (4) The reactants are [Cl:1][C:2]1[C:3]([F:19])=[C:4]([N:9]2[C:13]([CH3:14])=[C:12]([C:15]([O:17]C)=[O:16])[N:11]=[N:10]2)[C:5]([F:8])=[CH:6][CH:7]=1.O=C(C)CC(OC)=O.C[O-].[Na+]. The catalyst is CO. The product is [Cl:1][C:2]1[C:3]([F:19])=[C:4]([N:9]2[C:13]([CH3:14])=[C:12]([C:15]([OH:17])=[O:16])[N:11]=[N:10]2)[C:5]([F:8])=[CH:6][CH:7]=1. The yield is 0.0200. (5) The reactants are [N:1]12[CH2:8][CH2:7][C:4]([CH2:9][N:10]3[CH2:19][C:18]4=[N:20][NH:21][C:16]5[C:17]4=[C:12]([CH:13]=[CH:14][CH:15]=5)[C:11]3=[O:22])([CH2:5][CH2:6]1)[CH2:3][CH2:2]2.[ClH:23]. No catalyst specified. The product is [ClH:23].[N:1]12[CH2:8][CH2:7][C:4]([CH2:9][N:10]3[CH2:19][C:18]4=[N:20][NH:21][C:16]5[C:17]4=[C:12]([CH:13]=[CH:14][CH:15]=5)[C:11]3=[O:22])([CH2:5][CH2:6]1)[CH2:3][CH2:2]2. The yield is 0.580. (6) The reactants are [Cl:1][C:2]1[C:10]([C:11]([F:14])([F:13])[F:12])=[CH:9][CH:8]=[CH:7][C:3]=1[C:4]([OH:6])=O.C(Cl)(=O)C(Cl)=O.O1CCCC1.[NH2:26][C:27]1[CH:28]=[C:29]([CH:46]=[CH:47][CH:48]=1)[O:30][C:31]1[CH:32]=[CH:33][C:34]2[N:35]([CH:37]=[C:38]([NH:40][C:41]([CH:43]3[CH2:45][CH2:44]3)=[O:42])[N:39]=2)[N:36]=1. The catalyst is CN(C)C=O.CN1CCCC1=O. The product is [Cl:1][C:2]1[C:10]([C:11]([F:14])([F:13])[F:12])=[CH:9][CH:8]=[CH:7][C:3]=1[C:4]([NH:26][C:27]1[CH:48]=[CH:47][CH:46]=[C:29]([O:30][C:31]2[CH:32]=[CH:33][C:34]3[N:35]([CH:37]=[C:38]([NH:40][C:41]([CH:43]4[CH2:44][CH2:45]4)=[O:42])[N:39]=3)[N:36]=2)[CH:28]=1)=[O:6]. The yield is 0.680.